Predict the reaction yield, written as a fraction of the theoretical maximum amount of product (1.0 means a 100% yield; for example, 0.34 means a 34% yield). From a dataset of Reaction yield outcomes from USPTO patents with 853,638 reactions. (1) The reactants are [F:1][C:2]1[CH:3]=[C:4]([NH:9][C:10]([C:12]2[CH:13]=[C:14]([S:19](Cl)(=[O:21])=[O:20])[CH:15]=[CH:16][C:17]=2[F:18])=[O:11])[CH:5]=[CH:6][C:7]=1[F:8].[F:23][C:24]([F:30])([F:29])[CH:25]1[CH2:28][CH2:27][CH2:26]1.[N:31]1C=CC=CC=1. The catalyst is CN(C1C=CN=CC=1)C. The product is [F:1][C:2]1[CH:3]=[C:4]([NH:9][C:10](=[O:11])[C:12]2[CH:13]=[C:14]([S:19](=[O:21])(=[O:20])[NH:31][C:25]3([C:24]([F:30])([F:29])[F:23])[CH2:28][CH2:27][CH2:26]3)[CH:15]=[CH:16][C:17]=2[F:18])[CH:5]=[CH:6][C:7]=1[F:8]. The yield is 0.0500. (2) The reactants are [Cl:1][C:2]1[C:3]([OH:12])=[C:4]([C:8](=[O:11])[CH2:9][CH3:10])[CH:5]=[CH:6][CH:7]=1.[C:13](=O)([O-])[O-].[K+].[K+].S(OC)(OC)(=O)=O. The catalyst is CC(C)=O. The product is [Cl:1][C:2]1[C:3]([O:12][CH3:13])=[C:4]([C:8](=[O:11])[CH2:9][CH3:10])[CH:5]=[CH:6][CH:7]=1. The yield is 0.980. (3) The reactants are [C:1]([NH:5][C:6]1[CH:11]=[C:10]([C:12]2[CH:17]=[CH:16][CH:15]=[CH:14][CH:13]=2)[N:9]=[C:8](Cl)[N:7]=1)([CH3:4])([CH3:3])[CH3:2].[CH3:19][O:20][C:21]([C:23]1([C:27]2[CH:32]=[CH:31][C:30]([NH2:33])=[CH:29][CH:28]=2)[CH2:26][CH2:25][CH2:24]1)=[O:22]. The catalyst is C(O)CCC.ClCCl. The product is [CH3:19][O:20][C:21]([C:23]1([C:27]2[CH:28]=[CH:29][C:30]([NH:33][C:8]3[N:7]=[C:6]([NH:5][C:1]([CH3:4])([CH3:3])[CH3:2])[CH:11]=[C:10]([C:12]4[CH:17]=[CH:16][CH:15]=[CH:14][CH:13]=4)[N:9]=3)=[CH:31][CH:32]=2)[CH2:24][CH2:25][CH2:26]1)=[O:22]. The yield is 0.510. (4) The reactants are [Li+].CCC[CH2-].[Cl:6][C:7]1[CH:8]=[N:9][CH:10]=[CH:11][CH:12]=1.[CH:13](OCC)=[O:14]. The catalyst is C1COCC1. The product is [Cl:6][C:7]1[CH:8]=[N:9][CH:10]=[CH:11][C:12]=1[CH:13]=[O:14]. The yield is 0.550. (5) The reactants are Br[CH2:2]/[CH:3]=[CH:4]/[C:5]([NH:7][C:8]1[CH:9]=[C:10]2[C:15](=[CH:16][C:17]=1[O:18][CH3:19])[N:14]=[CH:13][N:12]=[C:11]2[NH:20][C:21]1[CH:26]=[CH:25][C:24]([F:27])=[C:23]([Cl:28])[CH:22]=1)=[O:6].[CH2:29]1[CH:33]2[CH2:34][NH:35][CH2:36][CH:32]2[CH2:31][O:30]1.CCN(C(C)C)C(C)C.O. The catalyst is CC(N(C)C)=O. The product is [Cl:28][C:23]1[CH:22]=[C:21]([NH:20][C:11]2[C:10]3[C:15](=[CH:16][C:17]([O:18][CH3:19])=[C:8]([NH:7][C:5](=[O:6])/[CH:4]=[CH:3]/[CH2:2][N:35]4[CH2:36][CH:32]5[CH2:31][O:30][CH2:29][CH:33]5[CH2:34]4)[CH:9]=3)[N:14]=[CH:13][N:12]=2)[CH:26]=[CH:25][C:24]=1[F:27]. The yield is 0.268. (6) The reactants are [NH2:1][C:2]1[O:6][N:5]=[C:4]([CH3:7])[C:3]=1[Br:8].[Cl:9][C:10]1[C:11]([CH3:21])=[C:12]([S:17](Cl)(=[O:19])=[O:18])[CH:13]=[C:14]([CH3:16])[CH:15]=1. No catalyst specified. The product is [Cl:9][C:10]1[C:11]([CH3:21])=[C:12]([S:17]([NH:1][C:2]2[O:6][N:5]=[C:4]([CH3:7])[C:3]=2[Br:8])(=[O:19])=[O:18])[CH:13]=[C:14]([CH3:16])[CH:15]=1. The yield is 0.710.